Dataset: Catalyst prediction with 721,799 reactions and 888 catalyst types from USPTO. Task: Predict which catalyst facilitates the given reaction. (1) Reactant: [N+:1]([O-:4])(O)=[O:2].[Br:5][C:6]1[C:7]2[CH:14]=[CH:13][CH:12]=[CH:11][C:8]=2[S:9][CH:10]=1. Product: [Br:5][C:6]1[C:7]2[CH:14]=[CH:13][CH:12]=[CH:11][C:8]=2[S:9][C:10]=1[N+:1]([O-:4])=[O:2]. The catalyst class is: 631. (2) Reactant: [CH3:1][C:2]1[CH:7]=[CH:6][N:5]=[C:4]([N:8]([CH2:16][CH2:17][NH:18][S:19](/[CH:22]=[CH:23]/[C:24]([F:27])([F:26])[F:25])(=[O:21])=[O:20])C(=O)OC(C)(C)C)[CH:3]=1.Cl. Product: [F:27][C:24]([F:25])([F:26])/[CH:23]=[CH:22]/[S:19]([NH:18][CH2:17][CH2:16][NH:8][C:4]1[CH:3]=[C:2]([CH3:1])[CH:7]=[CH:6][N:5]=1)(=[O:20])=[O:21]. The catalyst class is: 12. (3) Reactant: [NH2:1][C@@H:2]([CH2:24][C:25]1[CH:30]=[CH:29][CH:28]=[CH:27][CH:26]=1)[CH2:3][C@H:4]([OH:23])[C@@H:5]([NH:13][C:14](=[O:22])[O:15][CH2:16][C:17]1[S:21][CH:20]=[N:19][CH:18]=1)[CH2:6][C:7]1[CH:12]=[CH:11][CH:10]=[CH:9][CH:8]=1.Cl[C:32]([O:34][CH:35]([CH3:37])[CH3:36])=[O:33].C1(C)C=CC=CC=1. Product: [CH2:24]([C@H:2]([NH:1][C:32](=[O:33])[O:34][CH:35]([CH3:37])[CH3:36])[CH2:3][C@H:4]([OH:23])[C@@H:5]([NH:13][C:14]([O:15][CH2:16][C:17]1[S:21][CH:20]=[N:19][CH:18]=1)=[O:22])[CH2:6][C:7]1[CH:12]=[CH:11][CH:10]=[CH:9][CH:8]=1)[C:25]1[CH:26]=[CH:27][CH:28]=[CH:29][CH:30]=1. The catalyst class is: 241.